Dataset: Catalyst prediction with 721,799 reactions and 888 catalyst types from USPTO. Task: Predict which catalyst facilitates the given reaction. (1) Reactant: [CH3:1][N:2]1[CH:6]=[C:5]([C:7]2[CH:8]=[C:9]([CH:22]=[C:23]([NH:25][C:26]3[N:35]=[CH:34][C:33]4[C:28](=[CH:29][CH:30]=[C:31]([C:36]#[C:37][Si:38]([CH3:41])([CH3:40])[CH3:39])[CH:32]=4)[N:27]=3)[CH:24]=2)[O:10][CH2:11][C@@H:12]([NH:14]C(=O)OC(C)(C)C)[CH3:13])[CH:4]=[N:3]1.Cl.O1CCOCC1. Product: [NH2:14][C@@H:12]([CH3:13])[CH2:11][O:10][C:9]1[CH:22]=[C:23]([NH:25][C:26]2[N:35]=[CH:34][C:33]3[C:28](=[CH:29][CH:30]=[C:31]([C:36]#[C:37][Si:38]([CH3:39])([CH3:41])[CH3:40])[CH:32]=3)[N:27]=2)[CH:24]=[C:7]([C:5]2[CH:4]=[N:3][N:2]([CH3:1])[CH:6]=2)[CH:8]=1. The catalyst class is: 13. (2) Reactant: [NH2:1][C:2]([CH3:28])([CH3:27])[C:3]#[C:4][C:5]1[S:9][C:8]([C:10]2[CH:15]=[CH:14][N:13]=[C:12]([NH:16][CH:17]3[CH2:22][C:21]([CH3:24])([CH3:23])[NH:20][C:19]([CH3:26])([CH3:25])[CH2:18]3)[N:11]=2)=[CH:7][CH:6]=1. Product: [NH2:1][C:2]([CH3:28])([CH3:27])[CH2:3][CH2:4][C:5]1[S:9][C:8]([C:10]2[CH:15]=[CH:14][N:13]=[C:12]([NH:16][CH:17]3[CH2:22][C:21]([CH3:24])([CH3:23])[NH:20][C:19]([CH3:26])([CH3:25])[CH2:18]3)[N:11]=2)=[CH:7][CH:6]=1. The catalyst class is: 19. (3) Reactant: Cl[C:2]1[N:9]=[CH:8][CH:7]=[C:6]([N:10]([CH3:12])[CH3:11])[C:3]=1[C:4]#[N:5].C([O-])(=O)C.[Na+].O.[NH2:19][NH2:20]. Product: [CH3:11][N:10]([CH3:12])[C:6]1[C:3]2[C:4]([NH2:5])=[N:20][NH:19][C:2]=2[N:9]=[CH:8][CH:7]=1. The catalyst class is: 228.